From a dataset of Forward reaction prediction with 1.9M reactions from USPTO patents (1976-2016). Predict the product of the given reaction. (1) Given the reactants [CH2:1]1[C:3]2([CH2:8][CH2:7][C@H:6]([CH2:9][C@H:10]([NH:13][C:14](=[O:20])[O:15][C:16]([CH3:19])([CH3:18])[CH3:17])[CH2:11][OH:12])[CH2:5][O:4]2)[CH2:2]1.[S:21](Cl)([C:24]1[CH:30]=[CH:29][C:27]([CH3:28])=[CH:26][CH:25]=1)(=[O:23])=[O:22], predict the reaction product. The product is: [CH3:28][C:27]1[CH:29]=[CH:30][C:24]([S:21]([O:12][CH2:11][C@@H:10]([NH:13][C:14]([O:15][C:16]([CH3:17])([CH3:19])[CH3:18])=[O:20])[CH2:9][C@H:6]2[CH2:7][CH2:8][C:3]3([CH2:2][CH2:1]3)[O:4][CH2:5]2)(=[O:23])=[O:22])=[CH:25][CH:26]=1. (2) Given the reactants Cl.[CH3:2][O:3][NH2:4].C([O-])(=O)C.[Na+].[C:10]([C:13]1[C:14]([CH2:20][S:21][C:22]2[CH2:26][C:25]([CH3:28])([CH3:27])[O:24][N:23]=2)=[C:15]([CH3:19])[S:16][C:17]=1[CH3:18])(=O)[CH3:11].O, predict the reaction product. The product is: [CH3:27][C:25]1([CH3:28])[O:24][N:23]=[C:22]([S:21][CH2:20][C:14]2[C:13]([C:10](=[N:4][O:3][CH3:2])[CH3:11])=[C:17]([CH3:18])[S:16][C:15]=2[CH3:19])[CH2:26]1. (3) Given the reactants [F:1][C:2]1[CH:7]=[C:6]([CH3:8])[CH:5]=[CH:4][C:3]=1[OH:9].N1C=CN=C1.[CH3:15][CH:16]([Si:18](Cl)([CH:22]([CH3:24])[CH3:23])[CH:19]([CH3:21])[CH3:20])[CH3:17].O, predict the reaction product. The product is: [F:1][C:2]1[CH:7]=[C:6]([CH3:8])[CH:5]=[CH:4][C:3]=1[O:9][Si:18]([CH:22]([CH3:24])[CH3:23])([CH:19]([CH3:21])[CH3:20])[CH:16]([CH3:17])[CH3:15]. (4) Given the reactants [Cl:1][C:2]1[CH:3]=[C:4]([CH2:9][C:10]([N:12]([C@@H:14]([C:32]2[CH:37]=[CH:36][CH:35]=[C:34]([N+:38]([O-])=O)[CH:33]=2)[CH2:15][N:16]2[CH2:20][CH2:19][C@H:18]([O:21][CH2:22][CH2:23][O:24][CH2:25][CH2:26][O:27][CH2:28][CH2:29][O:30][CH3:31])[CH2:17]2)[CH3:13])=[O:11])[CH:5]=[CH:6][C:7]=1[Cl:8].O.NN, predict the reaction product. The product is: [Cl:1][C:2]1[CH:3]=[C:4]([CH2:9][C:10]([N:12]([C@@H:14]([C:32]2[CH:37]=[CH:36][CH:35]=[C:34]([NH2:38])[CH:33]=2)[CH2:15][N:16]2[CH2:20][CH2:19][C@H:18]([O:21][CH2:22][CH2:23][O:24][CH2:25][CH2:26][O:27][CH2:28][CH2:29][O:30][CH3:31])[CH2:17]2)[CH3:13])=[O:11])[CH:5]=[CH:6][C:7]=1[Cl:8]. (5) Given the reactants C([O:8][CH2:9][CH2:10][O:11][C:12]([N:14]1[C:23]2[C:18](=[N:19][C:20]([C:24]([F:27])([F:26])[F:25])=[CH:21][CH:22]=2)[C@@H:17]([N:28]([CH2:35][C:36]2[CH:41]=[C:40]([C:42]([F:45])([F:44])[F:43])[CH:39]=[C:38]([C:46]([F:49])([F:48])[F:47])[CH:37]=2)[C:29]2[N:30]=[N:31][N:32]([CH3:34])[N:33]=2)[CH2:16][C@H:15]1[CH2:50][CH3:51])=[O:13])C1C=CC=CC=1, predict the reaction product. The product is: [OH:8][CH2:9][CH2:10][O:11][C:12]([N:14]1[C:23]2[C:18](=[N:19][C:20]([C:24]([F:27])([F:26])[F:25])=[CH:21][CH:22]=2)[C@@H:17]([N:28]([CH2:35][C:36]2[CH:41]=[C:40]([C:42]([F:45])([F:43])[F:44])[CH:39]=[C:38]([C:46]([F:49])([F:48])[F:47])[CH:37]=2)[C:29]2[N:30]=[N:31][N:32]([CH3:34])[N:33]=2)[CH2:16][C@H:15]1[CH2:50][CH3:51])=[O:13]. (6) Given the reactants [Cl:1][C:2]1[CH:11]=[CH:10][CH:9]=[C:8]2[C:3]=1[CH:4]=[C:5]([CH:18]([NH2:20])[CH3:19])[C:6]([C:12]1[CH:17]=[CH:16][CH:15]=[CH:14][N:13]=1)=[N:7]2.Br[C:22]1[N:30]=[CH:29][N:28]=[C:27]2[C:23]=1[NH:24][CH:25]=[N:26]2.CCN(C(C)C)C(C)C, predict the reaction product. The product is: [Cl:1][C:2]1[CH:11]=[CH:10][CH:9]=[C:8]2[C:3]=1[CH:4]=[C:5]([CH:18]([NH:20][C:22]1[N:30]=[CH:29][N:28]=[C:27]3[C:23]=1[N:24]=[CH:25][NH:26]3)[CH3:19])[C:6]([C:12]1[CH:17]=[CH:16][CH:15]=[CH:14][N:13]=1)=[N:7]2. (7) Given the reactants [C:1]([NH:11][C@H:12]([C:16]([O:18][CH2:19][CH2:20][CH2:21][C:22]([CH3:36])([CH3:35])[C:23]([O:25]CC1C=CC(OC)=CC=1)=[O:24])=[O:17])[CH:13]([CH3:15])[CH3:14])([O:3][CH2:4][C:5]1[CH:10]=[CH:9][CH:8]=[CH:7][CH:6]=1)=[O:2].FC(F)(F)C(O)=O, predict the reaction product. The product is: [C:1]([NH:11][C@H:12]([C:16]([O:18][CH2:19][CH2:20][CH2:21][C:22]([CH3:36])([CH3:35])[C:23]([OH:25])=[O:24])=[O:17])[CH:13]([CH3:14])[CH3:15])([O:3][CH2:4][C:5]1[CH:10]=[CH:9][CH:8]=[CH:7][CH:6]=1)=[O:2]. (8) Given the reactants [C:1]([O:5][C:6]([N:8]1[CH2:13][CH2:12][CH:11]([CH:14]2[O:23][C:17]3=[CH:18][N:19]=[C:20](Cl)[CH:21]=[C:16]3[CH2:15]2)[CH2:10][CH2:9]1)=[O:7])([CH3:4])([CH3:3])[CH3:2].CC1(C)C(C)(C)OB([C:32]2[C:37]([C:38]#[N:39])=[CH:36][N:35]=[CH:34][CH:33]=2)O1, predict the reaction product. The product is: [C:1]([O:5][C:6]([N:8]1[CH2:13][CH2:12][CH:11]([CH:14]2[O:23][C:17]3=[CH:18][N:19]=[C:20]([C:32]4[CH:33]=[CH:34][N:35]=[CH:36][C:37]=4[C:38]#[N:39])[CH:21]=[C:16]3[CH2:15]2)[CH2:10][CH2:9]1)=[O:7])([CH3:4])([CH3:3])[CH3:2]. (9) Given the reactants [NH2:1][C:2]1[CH:3]=[N:4][CH:5]=[CH:6][CH:7]=1.Cl[C:9](=[O:14])[C:10]([O:12][CH3:13])=[O:11], predict the reaction product. The product is: [N:4]1[CH:5]=[CH:6][CH:7]=[C:2]([NH:1][C:9](=[O:14])[C:10]([O:12][CH3:13])=[O:11])[CH:3]=1.